From a dataset of Forward reaction prediction with 1.9M reactions from USPTO patents (1976-2016). Predict the product of the given reaction. (1) Given the reactants [N+:1]([C:4]1[CH:22]=[CH:21][C:7]([CH2:8][N:9]2[CH2:14][CH2:13][N:12]([S:15]([CH2:18][CH2:19][CH3:20])(=[O:17])=[O:16])[CH2:11][CH2:10]2)=[CH:6][CH:5]=1)([O-])=O, predict the reaction product. The product is: [CH2:18]([S:15]([N:12]1[CH2:13][CH2:14][N:9]([CH2:8][C:7]2[CH:6]=[CH:5][C:4]([NH2:1])=[CH:22][CH:21]=2)[CH2:10][CH2:11]1)(=[O:16])=[O:17])[CH2:19][CH3:20]. (2) Given the reactants O[CH2:2][C:3]1[CH:12]=[N:11][C:10]2[N:9]3[CH2:13][CH2:14][CH2:15][C@H:8]3[C:7](=[O:16])[NH:6][C:5]=2[CH:4]=1.[CH3:17][NH:18][C:19](=[O:32])[C:20]1[CH:25]=[CH:24][C:23]([N:26]2[CH2:31][CH2:30][NH:29][CH2:28][CH2:27]2)=[CH:22][CH:21]=1.[I-].C(C[P+](C)(C)C)#N.C(N(CC)C(C)C)(C)C, predict the reaction product. The product is: [CH3:17][NH:18][C:19](=[O:32])[C:20]1[CH:21]=[CH:22][C:23]([N:26]2[CH2:31][CH2:30][N:29]([CH2:2][C:3]3[CH:12]=[N:11][C:10]4[N:9]5[CH2:13][CH2:14][CH2:15][C@H:8]5[C:7](=[O:16])[NH:6][C:5]=4[CH:4]=3)[CH2:28][CH2:27]2)=[CH:24][CH:25]=1. (3) Given the reactants [NH2:1][C:2]([NH2:4])=[S:3].[C:5]([C:9]1[CH:10]=[C:11]([C:20](=O)[CH2:21]Br)[CH:12]=[C:13]([C:16]([CH3:19])([CH3:18])[CH3:17])[C:14]=1[OH:15])([CH3:8])([CH3:7])[CH3:6], predict the reaction product. The product is: [NH2:1][C:2]1[S:3][C:20]([C:11]2[CH:12]=[C:13]([C:16]([CH3:17])([CH3:19])[CH3:18])[C:14]([OH:15])=[C:9]([C:5]([CH3:8])([CH3:7])[CH3:6])[CH:10]=2)=[CH:21][N:4]=1. (4) Given the reactants [Cl:1][C:2]1[CH:3]=[C:4]([C:9]2[CH:13]=[C:12]([C:14]3[CH:19]=[CH:18][C:17]([O:20][CH3:21])=[CH:16][CH:15]=3)[N:11]([CH2:22][C:23]3[CH:31]=[CH:30][C:26]([C:27]([OH:29])=O)=[CH:25][CH:24]=3)[N:10]=2)[CH:5]=[C:6]([Cl:8])[CH:7]=1.O[N:33]1[C:37]2[N:38]=CC=C[C:36]=2[N:35]=[N:34]1.C([N:45](CC)C(C)C)(C)C.Cl.CN(C)CCCN=C=NCC, predict the reaction product. The product is: [Cl:1][C:2]1[CH:3]=[C:4]([C:9]2[CH:13]=[C:12]([C:14]3[CH:15]=[CH:16][C:17]([O:20][CH3:21])=[CH:18][CH:19]=3)[N:11]([CH2:22][C:23]3[CH:31]=[CH:30][C:26]([C:27]([NH:38][CH2:37][C:36]4[NH:45][N:33]=[N:34][N:35]=4)=[O:29])=[CH:25][CH:24]=3)[N:10]=2)[CH:5]=[C:6]([Cl:8])[CH:7]=1. (5) Given the reactants [CH3:1][C:2]1[C:6]([CH2:7][OH:8])=[C:5]([CH3:9])[O:4][N:3]=1.O[C:11]1[CH:16]=[CH:15][C:14]([CH2:17][C@H:18]([NH:23][C:24]2[S:25][CH:26]=[C:27]([C:29]3[CH:34]=[CH:33][CH:32]=[CH:31][CH:30]=3)[N:28]=2)[C:19]([O:21][CH3:22])=[O:20])=[CH:13][CH:12]=1.C1(P(C2C=CC=CC=2)C2C=CC=CC=2)C=CC=CC=1.CCOC(/N=N/C(OCC)=O)=O, predict the reaction product. The product is: [CH3:1][C:2]1[C:6]([CH2:7][O:8][C:11]2[CH:12]=[CH:13][C:14]([CH2:17][C@H:18]([NH:23][C:24]3[S:25][CH:26]=[C:27]([C:29]4[CH:34]=[CH:33][CH:32]=[CH:31][CH:30]=4)[N:28]=3)[C:19]([O:21][CH3:22])=[O:20])=[CH:15][CH:16]=2)=[C:5]([CH3:9])[O:4][N:3]=1. (6) Given the reactants [C:1]1([C:25]2[CH:30]=[CH:29][CH:28]=[CH:27][CH:26]=2)[CH:6]=[CH:5][C:4]([C:7]2[N:12]=[C:11]3[CH:13]=[C:14]([O:16][CH:17]4[CH2:22][CH2:21][C:20](=[O:23])[CH2:19][CH2:18]4)[NH:15][C:10]3=[CH:9][C:8]=2[Cl:24])=[CH:3][CH:2]=1.[C:31](O[C:31]([O:33][C:34]([CH3:37])([CH3:36])[CH3:35])=[O:32])([O:33][C:34]([CH3:37])([CH3:36])[CH3:35])=[O:32].C(N(CC)CC)C, predict the reaction product. The product is: [C:1]1([C:25]2[CH:26]=[CH:27][CH:28]=[CH:29][CH:30]=2)[CH:6]=[CH:5][C:4]([C:7]2[N:12]=[C:11]3[CH:13]=[C:14]([O:16][CH:17]4[CH2:18][CH2:19][C:20](=[O:23])[CH2:21][CH2:22]4)[N:15]([C:31]([O:33][C:34]([CH3:37])([CH3:36])[CH3:35])=[O:32])[C:10]3=[CH:9][C:8]=2[Cl:24])=[CH:3][CH:2]=1. (7) The product is: [N+:1]([C:4]1[CH:5]=[C:6]([CH:9]=[CH:10][CH:11]=1)[CH:7]=[N:16][OH:17])([O-:3])=[O:2]. Given the reactants [N+:1]([C:4]1[CH:5]=[C:6]([CH:9]=[CH:10][CH:11]=1)[CH:7]=O)([O-:3])=[O:2].C(O)C.Cl.[NH2:16][OH:17], predict the reaction product. (8) Given the reactants [C:1]([O:5][C:6]([N:8]1[C:13]2[CH:14]=[C:15](Br)[CH:16]=[CH:17][C:12]=2[O:11][CH2:10][CH2:9]1)=[O:7])([CH3:4])([CH3:3])[CH3:2].[Li]C(CC)C.C1CCCCC1.CN([CH:33]=[O:34])C, predict the reaction product. The product is: [C:1]([O:5][C:6]([N:8]1[C:13]2[CH:14]=[C:15]([CH:33]=[O:34])[CH:16]=[CH:17][C:12]=2[O:11][CH2:10][CH2:9]1)=[O:7])([CH3:4])([CH3:3])[CH3:2]. (9) Given the reactants ClC1C2SC(=O)NC=2N=C(SCC2C=CC=C(F)C=2F)N=1.C(N(C(C)C)CC)(C)C.C1(S(C=C)(=O)=O)C=CC=CC=1.[NH2:42][C@@H:43]([CH2:45][OH:46])[CH3:44].Cl[C:48]1[C:49]2[S:66][C:65](=[O:67])[N:64]([CH2:68][CH2:69][S:70]([C:73]3[CH:78]=[CH:77][CH:76]=[CH:75][CH:74]=3)(=[O:72])=[O:71])[C:50]=2[N:51]=[C:52]([S:54][CH2:55][C:56]2[CH:61]=[CH:60][CH:59]=[C:58]([F:62])[C:57]=2[F:63])[N:53]=1, predict the reaction product. The product is: [F:63][C:57]1[C:58]([F:62])=[CH:59][CH:60]=[CH:61][C:56]=1[CH2:55][S:54][C:52]1[N:53]=[C:48]([NH:42][C@H:43]([CH3:44])[CH2:45][OH:46])[C:49]2[S:66][C:65](=[O:67])[N:64]([CH2:68][CH2:69][S:70]([C:73]3[CH:74]=[CH:75][CH:76]=[CH:77][CH:78]=3)(=[O:71])=[O:72])[C:50]=2[N:51]=1. (10) The product is: [Cl:23][C:20]1[CH:19]=[CH:18][C:17]([N:7]2[CH2:8][C@@H:9]([CH3:16])[C:10]3=[N:14][N:13]=[C:12]([CH3:15])[N:11]3[C:5]3[CH:4]=[CH:3][C:2]([C:30]4[CH:29]=[CH:28][C:27](=[O:41])[N:26]([CH3:25])[CH:31]=4)=[CH:24][C:6]2=3)=[CH:22][CH:21]=1. Given the reactants Br[C:2]1[CH:3]=[CH:4][C:5]2[N:11]3[C:12]([CH3:15])=[N:13][N:14]=[C:10]3[C@H:9]([CH3:16])[CH2:8][N:7]([C:17]3[CH:22]=[CH:21][C:20]([Cl:23])=[CH:19][CH:18]=3)[C:6]=2[CH:24]=1.[CH3:25][N:26]1[CH:31]=[C:30](B2OC(C)(C)C(C)(C)O2)[CH:29]=[CH:28][C:27]1=[O:41].C(=O)([O-])[O-].[Cs+].[Cs+].C1(C)C=CC=CC=1, predict the reaction product.